From a dataset of Full USPTO retrosynthesis dataset with 1.9M reactions from patents (1976-2016). Predict the reactants needed to synthesize the given product. (1) Given the product [N:7]([C:6]1[CH:8]=[C:2]([I:1])[CH:3]=[CH:4][C:5]=1[CH3:9])=[N+:14]=[N-:15], predict the reactants needed to synthesize it. The reactants are: [I:1][C:2]1[CH:3]=[CH:4][C:5]([CH3:9])=[C:6]([CH:8]=1)[NH2:7].N([O-])=O.[Na+].[N-:14]=[N+:15]=[N-].[Na+].C([O-])([O-])=O.[Na+].[Na+]. (2) Given the product [Cl:1][C:2]1[N:7]=[CH:6][C:5]([CH:8]([CH3:17])[C:9]([O:11][CH2:12][CH3:13])=[O:10])=[CH:4][CH:3]=1, predict the reactants needed to synthesize it. The reactants are: [Cl:1][C:2]1[N:7]=[CH:6][C:5]([CH2:8][C:9]([O:11][CH2:12][CH3:13])=[O:10])=[CH:4][CH:3]=1.[H-].[Na+].I[CH3:17]. (3) Given the product [F:1][C:2]([F:24])([F:23])[C:3]1[CH:4]=[C:5]([C:13]2[N:17]=[CH:16][N:15](/[CH:18]=[CH:19]\[C:20]([N:35]([C:33](=[O:34])[CH2:32][N:31]3[CH:26]([CH3:25])[CH2:27][O:28][CH2:29][CH:30]3[CH3:37])[NH2:36])=[O:22])[N:14]=2)[CH:6]=[C:7]([C:9]([F:11])([F:12])[F:10])[CH:8]=1, predict the reactants needed to synthesize it. The reactants are: [F:1][C:2]([F:24])([F:23])[C:3]1[CH:4]=[C:5]([C:13]2[N:17]=[CH:16][N:15](/[CH:18]=[CH:19]\[C:20]([OH:22])=O)[N:14]=2)[CH:6]=[C:7]([C:9]([F:12])([F:11])[F:10])[CH:8]=1.[CH3:25][CH:26]1[N:31]([CH2:32][C:33]([NH:35][NH2:36])=[O:34])[CH:30]([CH3:37])[CH2:29][O:28][CH2:27]1.C(P1(=O)OP(CCC)(=O)OP(CCC)(=O)O1)CC.CCN(C(C)C)C(C)C. (4) Given the product [F:1][C:2]1[CH:3]=[C:4]([NH2:19])[C:5]([NH2:18])=[CH:6][C:7]=1[O:8][CH2:9][CH2:10][CH2:11][N:12]1[CH2:17][CH2:16][CH2:15][CH2:14][CH2:13]1, predict the reactants needed to synthesize it. The reactants are: [F:1][C:2]1[C:7]([O:8][CH2:9][CH2:10][CH2:11][N:12]2[CH2:17][CH2:16][CH2:15][CH2:14][CH2:13]2)=[CH:6][C:5]([NH2:18])=[C:4]([N+:19]([O-])=O)[CH:3]=1.[H][H]. (5) The reactants are: [CH2:1]([O:3][C:4]([C:6]1[C:15]2[C:10](=[CH:11][C:12]([O:18][CH3:19])=[C:13]([O:16][CH3:17])[CH:14]=2)[C:9]([CH2:20][C:21]2[CH:26]=[CH:25][CH:24]=[CH:23][CH:22]=2)=[N:8][CH:7]=1)=[O:5])[CH3:2].[Se](=O)=[O:28]. Given the product [CH2:1]([O:3][C:4]([C:6]1[C:15]2[C:10](=[CH:11][C:12]([O:18][CH3:19])=[C:13]([O:16][CH3:17])[CH:14]=2)[C:9]([C:20](=[O:28])[C:21]2[CH:22]=[CH:23][CH:24]=[CH:25][CH:26]=2)=[N:8][CH:7]=1)=[O:5])[CH3:2], predict the reactants needed to synthesize it. (6) Given the product [C:28]([OH:35])(=[O:34])/[CH:29]=[CH:30]\[C:31]([OH:33])=[O:32].[F:1][C:2]1[CH:7]=[CH:6][C:5]([O:8][C@H:9]2[CH2:12][C@H:11]([NH:13][CH2:14][C:15]3[C:16]4[N:17]([CH:21]=[CH:22][N:23]=4)[CH:18]=[CH:19][CH:20]=3)[CH2:10]2)=[CH:4][C:3]=1[C:24]([F:26])([F:25])[F:27], predict the reactants needed to synthesize it. The reactants are: [F:1][C:2]1[CH:7]=[CH:6][C:5]([O:8][C@H:9]2[CH2:12][C@H:11]([NH:13][CH2:14][C:15]3[C:16]4[N:17]([CH:21]=[CH:22][N:23]=4)[CH:18]=[CH:19][CH:20]=3)[CH2:10]2)=[CH:4][C:3]=1[C:24]([F:27])([F:26])[F:25].[C:28]([OH:35])(=[O:34])/[CH:29]=[CH:30]\[C:31]([OH:33])=[O:32].C(OCC)C.